Dataset: Full USPTO retrosynthesis dataset with 1.9M reactions from patents (1976-2016). Task: Predict the reactants needed to synthesize the given product. (1) Given the product [Cl:8][C:18]1[N:17]([C:13]2[CH:12]=[N:11][CH:16]=[CH:15][CH:14]=2)[C:21]2=[N:22][CH:23]=[CH:24][CH:25]=[C:20]2[C:19]=1[CH:3]=[O:4], predict the reactants needed to synthesize it. The reactants are: CN(C)[CH:3]=[O:4].P(Cl)(Cl)([Cl:8])=O.[N:11]1[CH:16]=[CH:15][CH:14]=[C:13]([N:17]2[C:21]3=[N:22][CH:23]=[CH:24][CH:25]=[C:20]3[CH2:19][C:18]2=O)[CH:12]=1.N1C=CC=CC=1. (2) The reactants are: [C:1]([C:3]1[CH:8]=[CH:7][C:6]([C:9]2[N:13]3[CH:14]=[C:15]([C:18]4[CH:26]=[CH:25][C:21]([C:22](O)=[O:23])=[CH:20][CH:19]=4)[N:16]=[CH:17][C:12]3=[N:11][CH:10]=2)=[CH:5][CH:4]=1)#[N:2].[CH2:27]1[C:30]2([CH2:35][CH2:34][NH:33][CH2:32][CH2:31]2)[CH2:29][O:28]1. Given the product [CH2:27]1[C:30]2([CH2:35][CH2:34][N:33]([C:22]([C:21]3[CH:20]=[CH:19][C:18]([C:15]4[N:16]=[CH:17][C:12]5[N:13]([C:9]([C:6]6[CH:5]=[CH:4][C:3]([C:1]#[N:2])=[CH:8][CH:7]=6)=[CH:10][N:11]=5)[CH:14]=4)=[CH:26][CH:25]=3)=[O:23])[CH2:32][CH2:31]2)[CH2:29][O:28]1, predict the reactants needed to synthesize it.